This data is from Reaction yield outcomes from USPTO patents with 853,638 reactions. The task is: Predict the reaction yield, written as a fraction of the theoretical maximum amount of product (1.0 means a 100% yield; for example, 0.34 means a 34% yield). The reactants are [F:1][C:2]([F:12])([F:11])[C:3]1[CH:10]=[CH:9][C:6]([CH2:7][NH2:8])=[CH:5][CH:4]=1.ClC(Cl)(OC(=O)OC(Cl)(Cl)Cl)Cl.[N-:25]=[C:26]=[O:27].N[C:29]1[C:34]2[O:35][CH2:36][C:37](=[O:39])[NH:38][C:33]=2[CH:32]=[CH:31][CH:30]=1. The catalyst is CCOC(C)=O.CN(C=O)C. The product is [F:1][C:2]([F:11])([F:12])[C:3]1[CH:10]=[CH:9][C:6]([CH2:7][NH:8][C:26]([NH:25][C:29]2[C:34]3[O:35][CH2:36][C:37](=[O:39])[NH:38][C:33]=3[CH:32]=[CH:31][CH:30]=2)=[O:27])=[CH:5][CH:4]=1. The yield is 0.240.